From a dataset of Peptide-MHC class I binding affinity with 185,985 pairs from IEDB/IMGT. Regression. Given a peptide amino acid sequence and an MHC pseudo amino acid sequence, predict their binding affinity value. This is MHC class I binding data. The peptide sequence is KYTSGRQEK. The MHC is HLA-A03:01 with pseudo-sequence HLA-A03:01. The binding affinity (normalized) is 0.0847.